Dataset: Reaction yield outcomes from USPTO patents with 853,638 reactions. Task: Predict the reaction yield, written as a fraction of the theoretical maximum amount of product (1.0 means a 100% yield; for example, 0.34 means a 34% yield). (1) The reactants are [NH2:1][N:2]1[CH:6]=[CH:5][C:4]([Br:7])=[C:3]1[C:8]([O:10][CH3:11])=[O:9].[CH2:12]([O:19][CH2:20][CH2:21][C@H:22]([NH:26][C:27]([O:29][C:30]([CH3:33])([CH3:32])[CH3:31])=[O:28])[C:23](O)=[O:24])[C:13]1[CH:18]=[CH:17][CH:16]=[CH:15][CH:14]=1. No catalyst specified. The product is [CH2:12]([O:19][CH2:20][CH2:21][C@H:22]([NH:26][C:27]([O:29][C:30]([CH3:33])([CH3:32])[CH3:31])=[O:28])[C:23]([NH:1][N:2]1[CH:6]=[CH:5][C:4]([Br:7])=[C:3]1[C:8]([O:10][CH3:11])=[O:9])=[O:24])[C:13]1[CH:14]=[CH:15][CH:16]=[CH:17][CH:18]=1. The yield is 0.930. (2) The reactants are [NH2:1][C:2]1([CH2:20][O:21][CH2:22][C:23]#[N:24])[C:15]2[CH:14]=[C:13]([O:16][CH3:17])[CH:12]=[C:11]([F:18])[C:10]=2[O:9][C:8]2[C:3]1=[CH:4][C:5]([Br:19])=[CH:6][CH:7]=2.C[Al](C)C. The catalyst is ClCCCl. The product is [Br:19][C:5]1[CH:4]=[C:3]2[C:8]([O:9][C:10]3[C:11]([F:18])=[CH:12][C:13]([O:16][CH3:17])=[CH:14][C:15]=3[C:2]32[N:1]=[C:23]([NH2:24])[CH2:22][O:21][CH2:20]3)=[CH:7][CH:6]=1. The yield is 0.970.